From a dataset of NCI-60 drug combinations with 297,098 pairs across 59 cell lines. Regression. Given two drug SMILES strings and cell line genomic features, predict the synergy score measuring deviation from expected non-interaction effect. (1) Drug 1: C1=NC2=C(N1)C(=S)N=C(N2)N. Drug 2: C1=CN(C(=O)N=C1N)C2C(C(C(O2)CO)O)O.Cl. Cell line: KM12. Synergy scores: CSS=29.5, Synergy_ZIP=-10.6, Synergy_Bliss=-11.9, Synergy_Loewe=-10.5, Synergy_HSA=-9.60. (2) Drug 1: CC1C(C(=O)NC(C(=O)N2CCCC2C(=O)N(CC(=O)N(C(C(=O)O1)C(C)C)C)C)C(C)C)NC(=O)C3=C4C(=C(C=C3)C)OC5=C(C(=O)C(=C(C5=N4)C(=O)NC6C(OC(=O)C(N(C(=O)CN(C(=O)C7CCCN7C(=O)C(NC6=O)C(C)C)C)C)C(C)C)C)N)C. Drug 2: CCC1(C2=C(COC1=O)C(=O)N3CC4=CC5=C(C=CC(=C5CN(C)C)O)N=C4C3=C2)O.Cl. Cell line: HOP-92. Synergy scores: CSS=40.3, Synergy_ZIP=-12.5, Synergy_Bliss=1.98, Synergy_Loewe=4.19, Synergy_HSA=5.74. (3) Drug 1: C1CCC(C1)C(CC#N)N2C=C(C=N2)C3=C4C=CNC4=NC=N3. Drug 2: CC=C1C(=O)NC(C(=O)OC2CC(=O)NC(C(=O)NC(CSSCCC=C2)C(=O)N1)C(C)C)C(C)C. Cell line: OVCAR3. Synergy scores: CSS=33.4, Synergy_ZIP=-0.283, Synergy_Bliss=-4.69, Synergy_Loewe=-65.3, Synergy_HSA=-7.42. (4) Drug 1: CC1OCC2C(O1)C(C(C(O2)OC3C4COC(=O)C4C(C5=CC6=C(C=C35)OCO6)C7=CC(=C(C(=C7)OC)O)OC)O)O. Drug 2: CC1=CC2C(CCC3(C2CCC3(C(=O)C)OC(=O)C)C)C4(C1=CC(=O)CC4)C. Cell line: SK-MEL-2. Synergy scores: CSS=53.8, Synergy_ZIP=9.41, Synergy_Bliss=9.86, Synergy_Loewe=-14.2, Synergy_HSA=7.88. (5) Drug 1: C1CC(=O)NC(=O)C1N2CC3=C(C2=O)C=CC=C3N. Drug 2: C1=C(C(=O)NC(=O)N1)F. Cell line: NCI-H226. Synergy scores: CSS=25.7, Synergy_ZIP=3.85, Synergy_Bliss=7.61, Synergy_Loewe=6.35, Synergy_HSA=9.61.